This data is from Reaction yield outcomes from USPTO patents with 853,638 reactions. The task is: Predict the reaction yield, written as a fraction of the theoretical maximum amount of product (1.0 means a 100% yield; for example, 0.34 means a 34% yield). The reactants are [Br:1][C:2]1[CH:7]=[CH:6][C:5]([C:8](=[O:13])[C:9]([F:12])([F:11])[F:10])=[CH:4][CH:3]=1.[BH4-].[Na+].C(Cl)Cl. The catalyst is C1COCC1. The product is [Br:1][C:2]1[CH:7]=[CH:6][C:5]([CH:8]([OH:13])[C:9]([F:11])([F:12])[F:10])=[CH:4][CH:3]=1. The yield is 0.920.